From a dataset of Catalyst prediction with 721,799 reactions and 888 catalyst types from USPTO. Predict which catalyst facilitates the given reaction. (1) Reactant: [F:1][C:2]1[C:7]([N:8]2[CH2:13][CH2:12][O:11][CH2:10][CH2:9]2)=[CH:6][C:5]([NH2:14])=[C:4]([N+:15]([O-])=O)[CH:3]=1.[H][H]. Product: [F:1][C:2]1[CH:3]=[C:4]([NH2:15])[C:5]([NH2:14])=[CH:6][C:7]=1[N:8]1[CH2:9][CH2:10][O:11][CH2:12][CH2:13]1. The catalyst class is: 19. (2) Reactant: [Cl:1][C:2]1[CH:7]=[CH:6][N:5]2[C:8]([C:11]3[CH:12]=[C:13]([NH:17][C:18]([NH:20][CH2:21][C:22]([F:25])([F:24])[F:23])=[O:19])[CH:14]=[CH:15][CH:16]=3)=[CH:9][N:10]=[C:4]2[CH:3]=1.[C:26]([C:28]1[N:32]([CH3:33])[CH:31]=[N:30][CH:29]=1)#[CH:27].C(=O)([O-])[O-].[Cs+].[Cs+]. Product: [ClH:1].[ClH:1].[CH3:33][N:32]1[C:28]([C:26]#[C:27][C:2]2[CH:7]=[CH:6][N:5]3[C:8]([C:11]4[CH:12]=[C:13]([NH:17][C:18]([NH:20][CH2:21][C:22]([F:25])([F:24])[F:23])=[O:19])[CH:14]=[CH:15][CH:16]=4)=[CH:9][N:10]=[C:4]3[CH:3]=2)=[CH:29][N:30]=[CH:31]1. The catalyst class is: 16.